From a dataset of Forward reaction prediction with 1.9M reactions from USPTO patents (1976-2016). Predict the product of the given reaction. (1) Given the reactants [OH:1][C:2]1[C:3]2[N:4]([N:8]=[C:9]([C:21]3[CH:26]=[CH:25][CH:24]=[CH:23][CH:22]=3)[C:10]=2[C:11]2[CH:12]=[CH:13][C:14](=[O:20])[N:15]([CH:17]([CH3:19])[CH3:18])[N:16]=2)[CH:5]=[CH:6][CH:7]=1.C(=O)([O-])[O-].[K+].[K+].[CH2:33](I)[CH3:34], predict the reaction product. The product is: [CH2:33]([O:1][C:2]1[C:3]2[N:4]([N:8]=[C:9]([C:21]3[CH:22]=[CH:23][CH:24]=[CH:25][CH:26]=3)[C:10]=2[C:11]2[CH:12]=[CH:13][C:14](=[O:20])[N:15]([CH:17]([CH3:19])[CH3:18])[N:16]=2)[CH:5]=[CH:6][CH:7]=1)[CH3:34]. (2) Given the reactants [Br:1][C:2]1[C:3]([OH:16])=[C:4]([NH:8][C:9](=[O:15])[O:10][C:11]([CH3:14])([CH3:13])[CH3:12])[CH:5]=[CH:6][CH:7]=1.Br[CH2:18][CH2:19][CH2:20]Br.C([O-])([O-])=O.[K+].[K+], predict the reaction product. The product is: [Br:1][C:2]1[C:3]2[O:16][CH2:18][CH2:19][CH2:20][N:8]([C:9]([O:10][C:11]([CH3:12])([CH3:13])[CH3:14])=[O:15])[C:4]=2[CH:5]=[CH:6][CH:7]=1. (3) Given the reactants Br[CH2:2][CH2:3][CH2:4][NH:5][C:6](=[O:12])[O:7][C:8]([CH3:11])([CH3:10])[CH3:9].[CH3:13][S:14]([O-:16])=[O:15].[Na+].N1C=CC=CC=1.O, predict the reaction product. The product is: [CH3:13][S:14]([CH2:2][CH2:3][CH2:4][NH:5][C:6](=[O:12])[O:7][C:8]([CH3:11])([CH3:10])[CH3:9])(=[O:16])=[O:15]. (4) Given the reactants [CH3:1][O:2][C:3]([C:5]1[CH:6]=[C:7]([CH:11]=[C:12]([O:14][S:15]([CH3:18])(=[O:17])=[O:16])[CH:13]=1)[C:8]([OH:10])=[O:9])=[O:4].CN(C1C=CC=CN=1)C.[C:28](O)([CH3:31])([CH3:30])[CH3:29].C(Cl)CCl, predict the reaction product. The product is: [CH3:18][S:15]([O:14][C:12]1[CH:13]=[C:5]([C:3]([O:2][CH3:1])=[O:4])[CH:6]=[C:7]([CH:11]=1)[C:8]([O:10][C:28]([CH3:31])([CH3:30])[CH3:29])=[O:9])(=[O:17])=[O:16]. (5) The product is: [C:1]([O:7][CH2:8][N:9]1[CH:13]=[C:12]([CH2:14][CH2:15][CH2:16][C:17]([NH:20][CH:21]2[CH2:22][CH2:23][N:24]([C:27]([O:29][C:30]([CH3:33])([CH3:32])[CH3:31])=[O:28])[CH2:25][CH2:26]2)=[O:19])[N:11]=[N:10]1)(=[O:6])[C:2]([CH3:3])([CH3:4])[CH3:5]. Given the reactants [C:1]([O:7][CH2:8][N:9]1[CH:13]=[C:12]([CH2:14][CH2:15][CH2:16][C:17]([OH:19])=O)[N:11]=[N:10]1)(=[O:6])[C:2]([CH3:5])([CH3:4])[CH3:3].[NH2:20][CH:21]1[CH2:26][CH2:25][N:24]([C:27]([O:29][C:30]([CH3:33])([CH3:32])[CH3:31])=[O:28])[CH2:23][CH2:22]1.CCN(C(C)C)C(C)C.C(P1(=O)OP(CCC)(=O)OP(CCC)(=O)O1)CC, predict the reaction product. (6) Given the reactants C(N(CC)CC)C.F[P-](F)(F)(F)(F)F.N1(OC(N(C)C)=[N+](C)C)C2N=CC=CC=2N=N1.[O:32]=[C:33]1[C:44]2[C:45]3[C:37](=[C:38]([C:54]4[CH:59]=[CH:58][CH:57]=[CH:56][CH:55]=4)[NH:39][C:40]=3[CH:41]=[C:42]([NH:46][C:47](=[O:53])[CH2:48][CH2:49][C:50](O)=[O:51])[CH:43]=2)[CH:36]=[N:35][NH:34]1, predict the reaction product. The product is: [O:32]=[C:33]1[C:44]2[C:45]3[C:37](=[C:38]([C:54]4[CH:55]=[CH:56][CH:57]=[CH:58][CH:59]=4)[NH:39][C:40]=3[CH:41]=[C:42]([N:46]3[C:50](=[O:51])[CH2:49][CH2:48][C:47]3=[O:53])[CH:43]=2)[CH:36]=[N:35][NH:34]1. (7) Given the reactants [NH2:1][CH2:2][CH2:3][CH2:4][CH2:5][CH2:6][CH2:7][N:8]1[CH:12]=[C:11]([C:13]2[CH:14]=[C:15]([CH:33]=[CH:34][CH:35]=2)[C:16]([NH:18][C:19]2[C:20]([C:30]([O-:32])=O)=[N:21][N:22]([CH:24]3[CH2:29][CH2:28][O:27][CH2:26][CH2:25]3)[CH:23]=2)=[O:17])[CH:10]=[N:9]1.[Li+].C(N(C(C)C)C(C)C)C.F[P-](F)(F)(F)(F)F.N1(O[P+](N(C)C)(N(C)C)N(C)C)C2C=CC=CC=2N=N1, predict the reaction product. The product is: [O:27]1[CH2:26][CH2:25][CH:24]([N:22]2[CH:23]=[C:19]3[C:20]([C:30](=[O:32])[NH:1][CH2:2][CH2:3][CH2:4][CH2:5][CH2:6][CH2:7][N:8]4[CH:12]=[C:11]([C:13]5[CH:14]=[C:15]([C:16](=[O:17])[NH:18]3)[CH:33]=[CH:34][CH:35]=5)[CH:10]=[N:9]4)=[N:21]2)[CH2:29][CH2:28]1. (8) The product is: [Si:10]([O:9][C:4]1([CH2:1]/[CH:2]=[N:37]/[S:35]([C:32]([CH3:34])([CH3:33])[CH3:31])=[O:36])[CH2:5][CH:6]([CH3:8])[CH2:7]1)([C:13]([CH3:14])([CH3:15])[CH3:16])([CH3:11])[CH3:12]. Given the reactants [CH2:1]([C:4]1([O:9][Si:10]([C:13]([CH3:16])([CH3:15])[CH3:14])([CH3:12])[CH3:11])[CH2:7][CH:6]([CH3:8])[CH2:5]1)[CH:2]=C.C[N+]1([O-])CCOCC1.I([O-])(=O)(=O)=O.[Na+].[CH3:31][C:32]([S@:35]([NH2:37])=[O:36])([CH3:34])[CH3:33], predict the reaction product. (9) The product is: [Cl:36][C:26]1[CH:25]=[C:24]([CH2:23][O:22][C:18]2[CH:17]=[C:16]3[C:21](=[CH:20][CH:19]=2)[N:13]([C:11](=[O:12])[CH2:10][NH:9][CH2:8][CH2:7][C:6]([OH:44])=[O:5])[CH2:14][CH2:15]3)[CH:29]=[CH:28][C:27]=1[CH:30]1[CH2:31][CH2:32][CH2:33][CH2:34][CH2:35]1. Given the reactants C([O:5][C:6](=[O:44])[CH2:7][CH2:8][N:9](C(OC(C)(C)C)=O)[CH2:10][C:11]([N:13]1[C:21]2[C:16](=[CH:17][C:18]([O:22][CH2:23][C:24]3[CH:29]=[CH:28][C:27]([CH:30]4[CH2:35][CH2:34][CH2:33][CH2:32][CH2:31]4)=[C:26]([Cl:36])[CH:25]=3)=[CH:19][CH:20]=2)[CH2:15][CH2:14]1)=[O:12])(C)(C)C, predict the reaction product. (10) Given the reactants Br[C:2]1[N:6]2[N:7]=[C:8]([NH:11][CH:12]([CH2:15][CH3:16])[CH2:13][OH:14])[CH:9]=[CH:10][C:5]2=[N:4][CH:3]=1.[CH:17](/B(O)O)=[CH:18]\[CH2:19][CH2:20][CH2:21][CH3:22], predict the reaction product. The product is: [CH:17](/[C:2]1[N:6]2[N:7]=[C:8]([NH:11][CH:12]([CH2:15][CH3:16])[CH2:13][OH:14])[CH:9]=[CH:10][C:5]2=[N:4][CH:3]=1)=[CH:18]\[CH2:19][CH2:20][CH2:21][CH3:22].